This data is from Catalyst prediction with 721,799 reactions and 888 catalyst types from USPTO. The task is: Predict which catalyst facilitates the given reaction. (1) Reactant: C(=O)([O-])[O-].[K+].[K+].[CH3:7][N:8]([CH3:31])[CH2:9][CH2:10][O:11][C:12]1[CH:21]=[CH:20][CH:19]=[C:18]2[C:13]=1[C:14]([NH:22][C:23]1[CH:28]=[CH:27][C:26]([OH:29])=[C:25]([CH3:30])[CH:24]=1)=[N:15][CH:16]=[N:17]2.C1OCCOCCOCCOCCOCCOC1.Cl.[N:51]1[CH:56]=[CH:55][CH:54]=[CH:53][C:52]=1[CH2:57]Cl. Product: [CH3:7][N:8]([CH3:31])[CH2:9][CH2:10][O:11][C:12]1[CH:21]=[CH:20][CH:19]=[C:18]2[C:13]=1[C:14]([NH:22][C:23]1[CH:28]=[CH:27][C:26]([O:29][CH2:57][C:52]3[CH:53]=[CH:54][CH:55]=[CH:56][N:51]=3)=[C:25]([CH3:30])[CH:24]=1)=[N:15][CH:16]=[N:17]2. The catalyst class is: 44. (2) Reactant: [CH:1]1([C:4]2[C:9]([CH:10](O)[CH3:11])=[CH:8][N:7]=[C:6]([C:13]3[CH:18]=[CH:17][C:16]([C:19]([F:22])([F:21])[F:20])=[CH:15][CH:14]=3)[N:5]=2)[CH2:3][CH2:2]1.S(Cl)([Cl:25])=O. Product: [Cl:25][CH:10]([C:9]1[C:4]([CH:1]2[CH2:2][CH2:3]2)=[N:5][C:6]([C:13]2[CH:14]=[CH:15][C:16]([C:19]([F:22])([F:21])[F:20])=[CH:17][CH:18]=2)=[N:7][CH:8]=1)[CH3:11]. The catalyst class is: 4.